From a dataset of Catalyst prediction with 721,799 reactions and 888 catalyst types from USPTO. Predict which catalyst facilitates the given reaction. The catalyst class is: 2. Product: [F:33][C:32]([F:35])([F:34])[C:30]([OH:36])=[O:31].[CH3:28][CH:17]1[N:16]2[C:21]([CH2:22][O:23][C:24]3[C:15]2=[CH:14][C:13]([NH:12][CH:10]2[CH2:11][NH:8][CH:9]2[CH3:29])=[CH:26][CH:25]=3)=[N:20][NH:19][C:18]1=[O:27]. Reactant: C(OC([N:8]1[CH2:11][CH:10]([NH:12][C:13]2[CH:14]=[C:15]3[C:24](=[CH:25][CH:26]=2)[O:23][CH2:22][C:21]2[N:16]3[CH:17]([CH3:28])[C:18](=[O:27])[NH:19][N:20]=2)[CH:9]1[CH3:29])=O)(C)(C)C.[C:30]([OH:36])([C:32]([F:35])([F:34])[F:33])=[O:31].